This data is from Reaction yield outcomes from USPTO patents with 853,638 reactions. The task is: Predict the reaction yield, written as a fraction of the theoretical maximum amount of product (1.0 means a 100% yield; for example, 0.34 means a 34% yield). (1) The reactants are [CH2:1]([NH:3][C:4]([NH:6][C:7]1[CH:12]=[CH:11][C:10](NC2N=C(N[C:10]3[CH:11]=[CH:12][C:7]([NH:6][C:4]([NH:3][CH2:1][CH3:2])=[O:5])=[CH:8][CH:9]=3)C(F)=CN=2)=[CH:9][CH:8]=1)=[O:5])[CH3:2].[NH2:34]C1C=CC=C(N)C=1.C(N=C=O)C.C(=O)([O-])[O-].[K+].[K+]. No catalyst specified. The product is [CH2:1]([NH:3][C:4]([NH:6][C:7]1[CH:12]=[C:11]([CH:10]=[CH:9][CH:8]=1)[NH2:34])=[O:5])[CH3:2]. The yield is 0.830. (2) The reactants are [CH3:1]C(C[AlH]CC(C)C)C.[CH3:10][C:11]1([CH3:24])[CH2:15][CH2:14][C:13](=[O:16])[N:12]1[C:17]([O:19][C:20]([CH3:23])([CH3:22])[CH3:21])=[O:18]. The catalyst is CCOCC.CO. The product is [CH3:1][O:16][CH:13]1[N:12]([C:17]([O:19][C:20]([CH3:23])([CH3:22])[CH3:21])=[O:18])[C:11]([CH3:24])([CH3:10])[CH2:15][CH2:14]1. The yield is 0.969. (3) The reactants are Cl[C:2]1[C:3]([NH2:8])=[N:4][CH:5]=[CH:6][N:7]=1.C(=O)([O-])[O-].[Na+].[Na+].[F:15][C:16]1[CH:25]=[C:24](B2OC(C)(C)C(C)(C)O2)[CH:23]=[CH:22][C:17]=1[C:18]([O:20][CH3:21])=[O:19]. The yield is 0.930. The catalyst is COCCOC.C1C=CC(P(C2C=CC=CC=2)[C-]2C=CC=C2)=CC=1.C1C=CC(P(C2C=CC=CC=2)[C-]2C=CC=C2)=CC=1.Cl[Pd]Cl.[Fe+2].C(Cl)Cl. The product is [NH2:8][C:3]1[C:2]([C:24]2[CH:23]=[CH:22][C:17]([C:18]([O:20][CH3:21])=[O:19])=[C:16]([F:15])[CH:25]=2)=[N:7][CH:6]=[CH:5][N:4]=1. (4) The reactants are [C:1]([O:5][C:6]([NH:8][C@@H:9]1[CH2:13][CH2:12][C@:11]([CH2:17][CH2:18][O:19][CH3:20])([C:14]([OH:16])=O)[CH2:10]1)=[O:7])([CH3:4])([CH3:3])[CH3:2].Cl.Cl.[F:23][C:24]([F:38])([F:37])[C:25]1[CH:30]=[CH:29][N:28]=[C:27]([N:31]2[CH2:36][CH2:35][NH:34][CH2:33][CH2:32]2)[CH:26]=1.C(N(CC)CC)C.F[P-](F)(F)(F)(F)F.N1(OC(N(C)C)=[N+](C)C)C2C=CC=CC=2N=N1. The catalyst is CN(C=O)C.C(Cl)Cl. The product is [CH3:20][O:19][CH2:18][CH2:17][C@:11]1([C:14]([N:34]2[CH2:35][CH2:36][N:31]([C:27]3[CH:26]=[C:25]([C:24]([F:38])([F:23])[F:37])[CH:30]=[CH:29][N:28]=3)[CH2:32][CH2:33]2)=[O:16])[CH2:12][CH2:13][C@@H:9]([NH:8][C:6](=[O:7])[O:5][C:1]([CH3:2])([CH3:3])[CH3:4])[CH2:10]1. The yield is 0.520. (5) The reactants are [Cl:1][C:2]1[CH:10]=[C:9]2[C:5]([C:6]([CH:11]=[O:12])=[CH:7][NH:8]2)=[CH:4][C:3]=1[C:13]1[CH:18]=[CH:17][C:16]([CH2:19][C:20]([N:22]2[CH2:27][CH2:26][O:25][CH2:24][CH2:23]2)=[O:21])=[CH:15][CH:14]=1.CC(=CC)C.Cl([O-])=[O:34].[Na+].O.O.OP([O-])(O)=O.[Na+]. The catalyst is C(#N)C.C(O)(C)(C)C.O. The product is [Cl:1][C:2]1[CH:10]=[C:9]2[C:5]([C:6]([C:11]([OH:34])=[O:12])=[CH:7][NH:8]2)=[CH:4][C:3]=1[C:13]1[CH:14]=[CH:15][C:16]([CH2:19][C:20]([N:22]2[CH2:23][CH2:24][O:25][CH2:26][CH2:27]2)=[O:21])=[CH:17][CH:18]=1. The yield is 0.280.